The task is: Predict the product of the given reaction.. This data is from Forward reaction prediction with 1.9M reactions from USPTO patents (1976-2016). (1) The product is: [CH2:1]([O:4][C:5](=[O:25])[N:6]([C:21]([CH3:22])([CH3:24])[CH3:23])[CH2:7][C:8]1[CH:13]=[CH:12][CH:11]=[C:10]([C:14]2[CH:19]=[CH:18][N:17]=[C:16]([NH:27][CH2:28][CH2:29][C:30]3[CH:35]=[CH:34][C:33]([OH:36])=[C:32]([Cl:37])[CH:31]=3)[N:15]=2)[CH:9]=1)[CH:2]=[CH2:3]. Given the reactants [CH2:1]([O:4][C:5](=[O:25])[N:6]([C:21]([CH3:24])([CH3:23])[CH3:22])[CH2:7][C:8]1[CH:13]=[CH:12][CH:11]=[C:10]([C:14]2[CH:19]=[CH:18][N:17]=[C:16](Cl)[N:15]=2)[CH:9]=1)[CH:2]=[CH2:3].Br.[NH2:27][CH2:28][CH2:29][C:30]1[CH:35]=[CH:34][C:33]([OH:36])=[C:32]([Cl:37])[CH:31]=1, predict the reaction product. (2) Given the reactants [CH:1]1([CH2:4][O:5][C:6]2[CH:11]=[CH:10][C:9]([N:12]3[C:17](=[O:18])[C:16]4[CH2:19][C:20](=[O:22])[NH:21][C:15]=4[NH:14][C:13]3=[S:23])=[CH:8][CH:7]=2)[CH2:3][CH2:2]1.C(=O)([O-])O.[Na+].I[CH2:30][CH3:31].C(#N)C, predict the reaction product. The product is: [CH:1]1([CH2:4][O:5][C:6]2[CH:11]=[CH:10][C:9]([N:12]3[C:17](=[O:18])[C:16]4[CH2:19][C:20](=[O:22])[NH:21][C:15]=4[N:14]=[C:13]3[S:23][CH2:30][CH3:31])=[CH:8][CH:7]=2)[CH2:2][CH2:3]1. (3) Given the reactants [Br:1][C:2]1[CH:3]=[C:4]([CH:8]=[O:9])[CH:5]=[N:6][CH:7]=1.BrC1C=NC=C(C=1)C(O)=O.ClC(OCC)=O.[H-].[Al+3].[Li+].[H-].[H-].[H-], predict the reaction product. The product is: [Br:1][C:2]1[CH:3]=[C:4]([CH2:8][OH:9])[CH:5]=[N:6][CH:7]=1. (4) Given the reactants Cl[C:2]1[CH:11]=[CH:10][C:9]2[C:4](=[C:5]([O:12][CH3:13])[CH:6]=[CH:7][CH:8]=2)[N:3]=1.[OH2:14], predict the reaction product. The product is: [CH3:13][O:12][C:5]1[CH:6]=[CH:7][CH:8]=[C:9]2[C:4]=1[NH:3][C:2](=[O:14])[CH:11]=[CH:10]2. (5) Given the reactants [Cl:1][C:2]1[CH:7]=[CH:6][CH:5]=[CH:4][C:3]=1[C:8]1[CH:17]=[C:16]([O:18][CH:19]2[CH2:23][CH2:22][N:21](C(OCC3C=CC=CC=3)=O)[CH2:20]2)[CH:15]=[C:14]2[C:9]=1[CH2:10][CH2:11][C:12](=[O:42])[N:13]2[C:34]1[C:39]([Cl:40])=[CH:38][CH:37]=[CH:36][C:35]=1[Cl:41].C(O)(C(F)(F)F)=O, predict the reaction product. The product is: [Cl:1][C:2]1[CH:7]=[CH:6][CH:5]=[CH:4][C:3]=1[C:8]1[CH:17]=[C:16]([O:18][CH:19]2[CH2:23][CH2:22][NH:21][CH2:20]2)[CH:15]=[C:14]2[C:9]=1[CH2:10][CH2:11][C:12](=[O:42])[N:13]2[C:34]1[C:35]([Cl:41])=[CH:36][CH:37]=[CH:38][C:39]=1[Cl:40]. (6) Given the reactants [OH-].[Na+].[OH:3][C:4]1[N:9]2[N:10]=[CH:11][CH:12]=[C:8]2[N:7]=[C:6]([C:13]([O:15]C)=[O:14])[CH:5]=1, predict the reaction product. The product is: [OH:3][C:4]1[N:9]2[N:10]=[CH:11][CH:12]=[C:8]2[N:7]=[C:6]([C:13]([OH:15])=[O:14])[CH:5]=1. (7) Given the reactants Cl[S:2]([C:5]1[CH:14]=[CH:13][C:12]2[NH:11][C:10](=[O:15])[C:9]3[NH:16][CH:17]=[C:18]([C:19]([OH:21])=[O:20])[C:8]=3[C:7]=2[CH:6]=1)(=[O:4])=[O:3].[CH3:22][O:23][C:24]1[CH:25]=[C:26]([CH:28]=[CH:29][CH:30]=1)[NH2:27], predict the reaction product. The product is: [CH3:22][O:23][C:24]1[CH:25]=[C:26]([NH:27][S:2]([C:5]2[CH:14]=[CH:13][C:12]3[NH:11][C:10](=[O:15])[C:9]4[NH:16][CH:17]=[CH:18][C:8]=4[C:7]=3[CH:6]=2)(=[O:3])=[O:4])[CH:28]=[CH:29][CH:30]=1.[CH2:18]([C:19]([O-:21])=[O:20])[CH3:17]. (8) Given the reactants [CH2:1]([O:3][C:4](=[O:30])[NH:5][C:6]1[CH:11]=[CH:10][CH:9]=[C:8]([CH2:12][N:13]2[C:18](=[O:19])[CH:17]=[CH:16][C:15]([C:20]3[CH:25]=[CH:24][C:23]([C:26](=[NH:29])[NH:27][OH:28])=[CH:22][CH:21]=3)=[N:14]2)[CH:7]=1)[CH3:2].N1C=CC=CC=1.Cl[C:38](OCC)=[O:39].Cl, predict the reaction product. The product is: [CH2:1]([O:3][C:4](=[O:30])[NH:5][C:6]1[CH:11]=[CH:10][CH:9]=[C:8]([CH2:12][N:13]2[C:18](=[O:19])[CH:17]=[CH:16][C:15]([C:20]3[CH:21]=[CH:22][C:23]([C:26]4[NH:29][C:38](=[O:39])[O:28][N:27]=4)=[CH:24][CH:25]=3)=[N:14]2)[CH:7]=1)[CH3:2]. (9) Given the reactants [C:1]1([C:5]2[CH:10]=[CH:9][C:8]([O:11][CH3:12])=[CH:7][N:6]=2)[CH2:4][CH2:3][CH:2]=1, predict the reaction product. The product is: [CH:1]1([C:5]2[CH:10]=[CH:9][C:8]([O:11][CH3:12])=[CH:7][N:6]=2)[CH2:2][CH2:3][CH2:4]1. (10) Given the reactants [C:1]([C:5]1[CH:9]=[C:8]([NH2:10])[N:7]([C:11]2[CH:12]=[N:13][C:14]([CH3:17])=[CH:15][CH:16]=2)[N:6]=1)([CH3:4])([CH3:3])[CH3:2].C(=O)([O-])[O-].[K+].[K+].Cl[C:25]([O:27][C:28]1[CH:33]=[CH:32][CH:31]=[CH:30][CH:29]=1)=[O:26], predict the reaction product. The product is: [C:1]([C:5]1[CH:9]=[C:8]([NH:10][C:25](=[O:26])[O:27][C:28]2[CH:33]=[CH:32][CH:31]=[CH:30][CH:29]=2)[N:7]([C:11]2[CH:12]=[N:13][C:14]([CH3:17])=[CH:15][CH:16]=2)[N:6]=1)([CH3:4])([CH3:3])[CH3:2].